From a dataset of Peptide-MHC class I binding affinity with 185,985 pairs from IEDB/IMGT. Regression. Given a peptide amino acid sequence and an MHC pseudo amino acid sequence, predict their binding affinity value. This is MHC class I binding data. The peptide sequence is TINAVASRK. The MHC is HLA-A11:01 with pseudo-sequence HLA-A11:01. The binding affinity (normalized) is 0.856.